Dataset: Catalyst prediction with 721,799 reactions and 888 catalyst types from USPTO. Task: Predict which catalyst facilitates the given reaction. (1) Reactant: [N:1]1[CH:6]=[CH:5][CH:4]=[CH:3][C:2]=1[CH2:7][NH:8][CH2:9][CH2:10][C:11]1[CH:20]=[CH:19][C:14]([C:15]([O:17][CH3:18])=[O:16])=[CH:13][CH:12]=1.C(N(CC)CC)C.[C:28]([O:32][C:33](O[C:33]([O:32][C:28]([CH3:31])([CH3:30])[CH3:29])=[O:34])=[O:34])([CH3:31])([CH3:30])[CH3:29]. Product: [C:33]([N:8]([CH2:9][CH2:10][C:11]1[CH:12]=[CH:13][C:14]([C:15]([O:17][CH3:18])=[O:16])=[CH:19][CH:20]=1)[CH2:7][C:2]1[CH:3]=[CH:4][CH:5]=[CH:6][N:1]=1)([O:32][C:28]([CH3:31])([CH3:30])[CH3:29])=[O:34]. The catalyst class is: 3. (2) Reactant: O[CH2:2][CH2:3][CH2:4][C:5]1[S:6][C:7]2[C:13]([O:14][CH3:15])=[C:12]([O:16][CH3:17])[C:11]([O:18][CH3:19])=[CH:10][C:8]=2[N:9]=1.C(Br)(Br)(Br)[Br:21].C1(P(C2C=CC=CC=2)C2C=CC=CC=2)C=CC=CC=1.O. Product: [Br:21][CH2:2][CH2:3][CH2:4][C:5]1[S:6][C:7]2[C:13]([O:14][CH3:15])=[C:12]([O:16][CH3:17])[C:11]([O:18][CH3:19])=[CH:10][C:8]=2[N:9]=1. The catalyst class is: 4.